The task is: Binary Classification. Given a T-cell receptor sequence (or CDR3 region) and an epitope sequence, predict whether binding occurs between them.. This data is from TCR-epitope binding with 47,182 pairs between 192 epitopes and 23,139 TCRs. (1) The epitope is QASQEVKNW. The TCR CDR3 sequence is CASTIGPGITDTQYF. Result: 0 (the TCR does not bind to the epitope). (2) The epitope is FLKEKGGL. The TCR CDR3 sequence is CASSLLAGLADTQYF. Result: 1 (the TCR binds to the epitope). (3) The epitope is TPGPGVRYPL. The TCR CDR3 sequence is CASSRRGPWVTKGTDTQYF. Result: 0 (the TCR does not bind to the epitope). (4) The epitope is RLQSLQTYV. The TCR CDR3 sequence is CASSILAGAADTQYF. Result: 1 (the TCR binds to the epitope). (5) The epitope is WICLLQFAY. The TCR CDR3 sequence is CASSAGTGGSTDTQYF. Result: 1 (the TCR binds to the epitope). (6) The epitope is ELAGIGILTV. The TCR CDR3 sequence is CASSVDPTGGGTGELFF. Result: 1 (the TCR binds to the epitope). (7) The epitope is NLVPMVATV. The TCR CDR3 sequence is CASSSILAGDADEQFF. Result: 1 (the TCR binds to the epitope).